This data is from CYP2C19 inhibition data for predicting drug metabolism from PubChem BioAssay. The task is: Regression/Classification. Given a drug SMILES string, predict its absorption, distribution, metabolism, or excretion properties. Task type varies by dataset: regression for continuous measurements (e.g., permeability, clearance, half-life) or binary classification for categorical outcomes (e.g., BBB penetration, CYP inhibition). Dataset: cyp2c19_veith. (1) The compound is Cc1cnc(C(=O)NCCc2ccc(S(=O)(=O)NC(=O)NC3CCCCC3)cc2)cn1. The result is 0 (non-inhibitor). (2) The molecule is O=C(c1[nH]o[n+](=O)c1C(=O)c1csc2ccccc12)c1csc2ccccc12. The result is 1 (inhibitor).